Task: Predict which catalyst facilitates the given reaction.. Dataset: Catalyst prediction with 721,799 reactions and 888 catalyst types from USPTO (1) Reactant: [NH:1]1[C:9]2[C:4](=[CH:5][C:6]([NH:10][C:11]3([CH2:15][OH:16])[CH2:14][CH2:13][CH2:12]3)=[CH:7][CH:8]=2)[CH:3]=[N:2]1.CCN(CC)CC.[CH3:24][S:25](Cl)(=[O:27])=[O:26]. Product: [NH:1]1[C:9]2[C:4](=[CH:5][C:6]([NH:10][C:11]3([CH2:15][O:16][S:25]([CH3:24])(=[O:27])=[O:26])[CH2:14][CH2:13][CH2:12]3)=[CH:7][CH:8]=2)[CH:3]=[N:2]1. The catalyst class is: 2. (2) Reactant: [C:1]1([CH2:25][O:26][C@@H:27]2[C@H:31]([OH:32])[C@@H:30]([CH2:33][OH:34])[O:29][C@H:28]2[N:35]2[CH:42]=[CH:41][C:39](=[O:40])[NH:38][C:36]2=[O:37])[C:18]2[C:19]3[C:24]4[C:3](=[CH:4][CH:5]=[C:6]5[C:23]=4[C:22]4[C:9](=[CH:10][CH:11]=[C:12]6[C:21]=4[C:20]=3[C:15](=[CH:16][CH:17]=2)[CH:14]=[CH:13]6)[CH:8]=[CH:7]5)[CH:2]=1.[C:43](Cl)([C:60]1[CH:65]=[CH:64][CH:63]=[CH:62][CH:61]=1)([C:52]1[CH:59]=[CH:58][C:55]([O:56][CH3:57])=[CH:54][CH:53]=1)[C:44]1[CH:51]=[CH:50][C:47]([O:48][CH3:49])=[CH:46][CH:45]=1. Product: [C:1]1([CH2:25][O:26][C@@H:27]2[C@H:31]([OH:32])[C@@H:30]([CH2:33][O:34][C:43]([C:60]3[CH:65]=[CH:64][CH:63]=[CH:62][CH:61]=3)([C:52]3[CH:59]=[CH:58][C:55]([O:56][CH3:57])=[CH:54][CH:53]=3)[C:44]3[CH:45]=[CH:46][C:47]([O:48][CH3:49])=[CH:50][CH:51]=3)[O:29][C@H:28]2[N:35]2[CH:42]=[CH:41][C:39](=[O:40])[NH:38][C:36]2=[O:37])[C:18]2[C:19]3[C:24]4[C:3](=[CH:4][CH:5]=[C:6]5[C:23]=4[C:22]4[C:9](=[CH:10][CH:11]=[C:12]6[C:21]=4[C:20]=3[C:15](=[CH:16][CH:17]=2)[CH:14]=[CH:13]6)[CH:8]=[CH:7]5)[CH:2]=1. The catalyst class is: 377. (3) Reactant: [CH3:1][C:2]([OH:6])([C:4]#[CH:5])[CH3:3].[CH3:7][Si:8](N[Si:8]([CH3:10])([CH3:9])[CH3:7])([CH3:10])[CH3:9]. Product: [CH3:7][Si:8]([CH3:10])([CH3:9])[O:6][C:2]([CH3:3])([C:4]#[CH:5])[CH3:1]. The catalyst class is: 6. (4) Reactant: C(OC(=O)[NH:7][CH2:8][CH2:9][N:10]([CH2:23][CH2:24][CH2:25][CH2:26][CH3:27])[CH2:11][C:12]1[CH:17]=[CH:16][C:15]([O:18][C:19]([F:22])([F:21])[F:20])=[CH:14][CH:13]=1)(C)(C)C.FC(F)(F)C(O)=O. Product: [CH2:23]([N:10]([CH2:11][C:12]1[CH:13]=[CH:14][C:15]([O:18][C:19]([F:20])([F:21])[F:22])=[CH:16][CH:17]=1)[CH2:9][CH2:8][NH2:7])[CH2:24][CH2:25][CH2:26][CH3:27]. The catalyst class is: 4. (5) Reactant: [OH-].[Na+].[Br:3][C:4]1[CH:9]=[CH:8][C:7]([OH:10])=[C:6]([F:11])[CH:5]=1.Br[CH2:13][CH2:14][CH2:15][CH3:16]. Product: [Br:3][C:4]1[CH:9]=[CH:8][C:7]([O:10][CH2:13][CH2:14][CH2:15][CH3:16])=[C:6]([F:11])[CH:5]=1. The catalyst class is: 568. (6) Reactant: [CH2:1]([C:3]1[CH:11]=[CH:10][C:6]([C:7]([OH:9])=[O:8])=[CH:5][C:4]=1[N+:12]([O-])=O)[CH3:2]. Product: [NH2:12][C:4]1[CH:5]=[C:6]([CH:10]=[CH:11][C:3]=1[CH2:1][CH3:2])[C:7]([OH:9])=[O:8]. The catalyst class is: 19. (7) Reactant: [Cl:1][C:2]1[C:3]([CH:16]2[O:24][C:17]2([CH3:23])[C:18]([O:20]CC)=[O:19])=[C:4]([O:14][CH3:15])[C:5]2[C:10]([C:11]=1[O:12][CH3:13])=[CH:9][CH:8]=[CH:7][CH:6]=2.[OH-].[K+]. Product: [Cl:1][C:2]1[C:3]([CH:16]2[O:24][C:17]2([CH3:23])[C:18]([OH:20])=[O:19])=[C:4]([O:14][CH3:15])[C:5]2[C:10]([C:11]=1[O:12][CH3:13])=[CH:9][CH:8]=[CH:7][CH:6]=2. The catalyst class is: 14.